Dataset: Catalyst prediction with 721,799 reactions and 888 catalyst types from USPTO. Task: Predict which catalyst facilitates the given reaction. (1) Reactant: [O:1]=[C:2]([C:16]1[CH:21]=[CH:20][C:19]([CH3:22])=[CH:18][CH:17]=1)[CH:3]([C:9]1[CH:10]=[C:11]([CH3:15])[CH:12]=[CH:13][CH:14]=1)C(OCC)=O.Cl. Product: [C:11]1([CH3:15])[CH:12]=[CH:13][CH:14]=[C:9]([CH2:3][C:2]([C:16]2[CH:17]=[CH:18][C:19]([CH3:22])=[CH:20][CH:21]=2)=[O:1])[CH:10]=1. The catalyst class is: 6. (2) Reactant: [CH3:1][C:2]1[CH:22]=[CH:21][CH:20]=[C:19]([CH3:23])[C:3]=1[CH2:4][O:5][C:6]1[CH:7]=[C:8]([C:12](=[O:18])[CH2:13][CH2:14][C:15]([OH:17])=[O:16])[CH:9]=[CH:10][CH:11]=1.[OH-].[Na+:25]. Product: [Na+:25].[CH3:23][C:19]1[CH:20]=[CH:21][CH:22]=[C:2]([CH3:1])[C:3]=1[CH2:4][O:5][C:6]1[CH:7]=[C:8]([C:12](=[O:18])[CH2:13][CH2:14][C:15]([O-:17])=[O:16])[CH:9]=[CH:10][CH:11]=1. The catalyst class is: 8. (3) Reactant: [NH2:1][C:2]1[N:7]=[CH:6][N:5]=[C:4]2[NH:8][N:9]=[C:10]([C:11]3[CH:16]=[CH:15][C:14]([OH:17])=[CH:13][CH:12]=3)[C:3]=12.N1C=CN=C1.[CH3:23][C:24]([Si:27](Cl)([CH3:29])[CH3:28])([CH3:26])[CH3:25]. Product: [Si:27]([O:17][C:14]1[CH:15]=[CH:16][C:11]([C:10]2[C:3]3[C:4](=[N:5][CH:6]=[N:7][C:2]=3[NH2:1])[NH:8][N:9]=2)=[CH:12][CH:13]=1)([C:24]([CH3:26])([CH3:25])[CH3:23])([CH3:29])[CH3:28]. The catalyst class is: 18. (4) Reactant: [CH2:1]([C:8]1[C:9]2[C:17]([OH:18])=[C:16](C(OCC)=O)[C:15](=[O:24])[N:14]([O:25][CH2:26][C:27]3[CH:32]=[CH:31][CH:30]=[CH:29][CH:28]=3)[C:10]=2[N:11]=[CH:12][N:13]=1)[C:2]1[CH:7]=[CH:6][CH:5]=[CH:4][CH:3]=1.Cl.O1CCOCC1.C(OCC)(=O)C. Product: [CH2:1]([C:8]1[C:9]2[C:17]([OH:18])=[CH:16][C:15](=[O:24])[N:14]([O:25][CH2:26][C:27]3[CH:32]=[CH:31][CH:30]=[CH:29][CH:28]=3)[C:10]=2[N:11]=[CH:12][N:13]=1)[C:2]1[CH:3]=[CH:4][CH:5]=[CH:6][CH:7]=1. The catalyst class is: 6. (5) Reactant: [NH2:1][C@@H:2]([CH3:5])[CH2:3][OH:4].C(=O)(O)[O-].[Na+].[N+:11]([C:14]1[CH:19]=[CH:18][CH:17]=[CH:16][C:15]=1[S:20](Cl)(=[O:22])=[O:21])([O-:13])=[O:12]. Product: [OH:4][CH2:3][C@@H:2]([NH:1][S:20]([C:15]1[CH:16]=[CH:17][CH:18]=[CH:19][C:14]=1[N+:11]([O-:13])=[O:12])(=[O:21])=[O:22])[CH3:5]. The catalyst class is: 132.